Dataset: Forward reaction prediction with 1.9M reactions from USPTO patents (1976-2016). Task: Predict the product of the given reaction. (1) Given the reactants [OH:1][C@@H:2]([CH2:13][O:14][CH2:15][C:16]1[CH:21]=[CH:20][CH:19]=[CH:18][CH:17]=1)[CH2:3][CH:4]([C:7]1[CH:12]=[CH:11][CH:10]=[CH:9][CH:8]=1)[C:5]#[N:6].N1C=CC=CC=1.[CH3:28][C:29]1[CH:34]=[CH:33][C:32]([S:35](Cl)(=[O:37])=[O:36])=[CH:31][CH:30]=1, predict the reaction product. The product is: [CH3:28][C:29]1[CH:34]=[CH:33][C:32]([S:35]([O:1][C@@H:2]([CH2:13][O:14][CH2:15][C:16]2[CH:21]=[CH:20][CH:19]=[CH:18][CH:17]=2)[CH2:3][CH:4]([C:5]#[N:6])[C:7]2[CH:12]=[CH:11][CH:10]=[CH:9][CH:8]=2)(=[O:37])=[O:36])=[CH:31][CH:30]=1. (2) Given the reactants [C:1]1(N)[CH:6]=[CH:5][CH:4]=[CH:3][C:2]=1[NH2:7].N[CH:10]1[C:15](=O)N[C:12](=[O:13])[CH:11]1[CH2:17][CH2:18][CH2:19]CC(N)CCCCCC1C=CC=CC=1.[CH:34]12[C:46](=O)O[C:43](=O)[CH:35]1[CH:36]1[C:41](=[O:42])[O:40][C:38](=[O:39])[CH:37]12.[C:48]([O:51][C:52](=[O:54])[CH3:53])(=[O:50])[CH3:49].[N:55]1[CH:60]=[CH:59][CH:58]=[CH:57][CH:56]=1, predict the reaction product. The product is: [CH3:56][C:57]1([CH3:34])[C:58]2[CH:59]=[C:60]([NH2:55])[CH:19]=[CH:18][C:17]=2[C:11]([C:5]2[CH:4]=[CH:3][C:2]([NH2:7])=[CH:1][CH:6]=2)([CH3:12])[CH2:10]1.[CH:10]1[C:11]([C:12]([C:46]2[CH:43]=[CH:35][C:36]3[C:41]([O:40][C:38](=[O:39])[C:37]=3[CH:34]=2)=[O:42])=[O:13])=[CH:17][C:49]2[C:48]([O:51][C:52](=[O:54])[C:53]=2[CH:15]=1)=[O:50]. (3) Given the reactants Br[C:2]1[CH:3]=[CH:4][C:5]2[N:6]([C:8]([C:11]3[CH:18]=[CH:17][C:14]([C:15]#[N:16])=[CH:13][CH:12]=3)=[CH:9][N:10]=2)[CH:7]=1.[Cl:19][C:20]1[CH:25]=[CH:24][C:23]([N:26]2[C:30](B3OC(C)(C)C(C)(C)O3)=[CH:29][CH:28]=[N:27]2)=[CH:22][CH:21]=1, predict the reaction product. The product is: [Cl:19][C:20]1[CH:21]=[CH:22][C:23]([N:26]2[C:30]([C:2]3[CH:3]=[CH:4][C:5]4[N:6]([C:8]([C:11]5[CH:18]=[CH:17][C:14]([C:15]#[N:16])=[CH:13][CH:12]=5)=[CH:9][N:10]=4)[CH:7]=3)=[CH:29][CH:28]=[N:27]2)=[CH:24][CH:25]=1. (4) Given the reactants [NH2:1][C@@H:2]([CH3:18])[CH2:3][N:4]1[CH:8]=[CH:7][C:6]([C:9]2[CH:16]=[CH:15][C:12]([C:13]#[N:14])=[C:11]([Cl:17])[CH:10]=2)=[N:5]1.[N:19]1[CH:24]=[CH:23][C:22]([N:25]2[CH:29]=[CH:28][C:27]([C:30](O)=[O:31])=[N:26]2)=[CH:21][CH:20]=1.CCN(C(C)C)C(C)C.C1C=C2N=NN(O)C2=CC=1.O.CCN=C=NCCCN(C)C, predict the reaction product. The product is: [Cl:17][C:11]1[CH:10]=[C:9]([C:6]2[CH:7]=[CH:8][N:4]([CH2:3][C@@H:2]([NH:1][C:30]([C:27]3[CH:28]=[CH:29][N:25]([C:22]4[CH:23]=[CH:24][N:19]=[CH:20][CH:21]=4)[N:26]=3)=[O:31])[CH3:18])[N:5]=2)[CH:16]=[CH:15][C:12]=1[C:13]#[N:14]. (5) Given the reactants [NH2:1][C:2]1[N:7]=[CH:6][C:5]([CH2:8][NH:9][C:10]([C:12]2[C:13]3[CH:14]=[N:15][N:16]([C:21]4[CH:26]=[CH:25][C:24]([F:27])=[CH:23][CH:22]=4)[C:17]=3[CH:18]=[CH:19][CH:20]=2)=[O:11])=[CH:4][CH:3]=1.CCN(C(C)C)C(C)C.[CH3:37][S:38](Cl)(=[O:40])=[O:39].CCCC[N+](CCCC)(CCCC)CCCC.[F-].C1COCC1, predict the reaction product. The product is: [CH3:37][S:38]([NH:1][C:2]1[N:7]=[CH:6][C:5]([CH2:8][NH:9][C:10]([C:12]2[C:13]3[CH:14]=[N:15][N:16]([C:21]4[CH:22]=[CH:23][C:24]([F:27])=[CH:25][CH:26]=4)[C:17]=3[CH:18]=[CH:19][CH:20]=2)=[O:11])=[CH:4][CH:3]=1)(=[O:40])=[O:39]. (6) Given the reactants C([Si](C)(C)[O:6][CH2:7][CH2:8][C:9]1([CH2:31][CH2:32][CH3:33])[C:14]2[NH:15][C:16]3[C:21]([C:13]=2[CH2:12][CH2:11][O:10]1)=[C:20]([C:22]([N:24]1[CH2:29][CH2:28][O:27][CH2:26][CH2:25]1)=[O:23])[CH:19]=[CH:18][C:17]=3[F:30])(C)(C)C.CCCC[N+](CCCC)(CCCC)CCCC.[F-], predict the reaction product. The product is: [F:30][C:17]1[CH:18]=[CH:19][C:20]([C:22]([N:24]2[CH2:25][CH2:26][O:27][CH2:28][CH2:29]2)=[O:23])=[C:21]2[C:16]=1[NH:15][C:14]1[C:9]([CH2:8][CH2:7][OH:6])([CH2:31][CH2:32][CH3:33])[O:10][CH2:11][CH2:12][C:13]2=1. (7) Given the reactants [NH2:1][C@@H:2]([CH:5]([C:10]([F:13])([F:12])[F:11])[C:6]([F:9])([F:8])[F:7])[CH2:3][OH:4].CN1CCOCC1.[Cl:21][C:22]1[CH:27]=[CH:26][C:25]([S:28](Cl)(=[O:30])=[O:29])=[CH:24][CH:23]=1.O, predict the reaction product. The product is: [Cl:21][C:22]1[CH:27]=[CH:26][C:25]([S:28]([NH:1][C@H:2]([CH2:3][OH:4])[CH:5]([C:6]([F:7])([F:8])[F:9])[C:10]([F:11])([F:12])[F:13])(=[O:30])=[O:29])=[CH:24][CH:23]=1. (8) Given the reactants [Cl:1][C:2]1[C:3](F)=[N:4][CH:5]=[CH:6][CH:7]=1.[F:9][C:10]([F:15])([F:14])[C@H:11]([OH:13])[CH3:12].C([O-])([O-])=O.[Cs+].[Cs+], predict the reaction product. The product is: [Cl:1][C:2]1[C:3]([O:13][C@H:11]([CH3:12])[C:10]([F:15])([F:14])[F:9])=[N:4][CH:5]=[CH:6][CH:7]=1. (9) Given the reactants Cl.[CH2:2]([C:4]1[S:24][C:7]2[N:8]=[C:9]([S:18][CH2:19][C:20]([O:22][CH3:23])=[O:21])[N:10]=[C:11]([N:12]3[CH2:17][CH2:16][NH:15][CH2:14][CH2:13]3)[C:6]=2[CH:5]=1)[CH3:3].C(N(C(C)C)CC)(C)C.[C:34](Cl)(=[O:43])[CH:35]=[CH:36][C:37]1[CH:42]=[CH:41][CH:40]=[CH:39][CH:38]=1, predict the reaction product. The product is: [CH2:2]([C:4]1[S:24][C:7]2[N:8]=[C:9]([S:18][CH2:19][C:20]([O:22][CH3:23])=[O:21])[N:10]=[C:11]([N:12]3[CH2:17][CH2:16][N:15]([C:34](=[O:43])/[CH:35]=[CH:36]/[C:37]4[CH:42]=[CH:41][CH:40]=[CH:39][CH:38]=4)[CH2:14][CH2:13]3)[C:6]=2[CH:5]=1)[CH3:3].